Dataset: Full USPTO retrosynthesis dataset with 1.9M reactions from patents (1976-2016). Task: Predict the reactants needed to synthesize the given product. Given the product [F:22][C:19]([F:20])([F:21])[C:16]1[CH:15]=[CH:14][C:13]([C:2]2([OH:1])[CH2:7][CH2:6][NH:5][CH2:4][CH2:3]2)=[CH:18][CH:17]=1, predict the reactants needed to synthesize it. The reactants are: [OH:1][C:2]1([C:13]2[CH:18]=[CH:17][C:16]([C:19]([F:22])([F:21])[F:20])=[CH:15][CH:14]=2)[CH2:7][CH2:6][N:5](C(OCC)=O)[CH2:4][CH2:3]1.[OH-].[K+].